From a dataset of Full USPTO retrosynthesis dataset with 1.9M reactions from patents (1976-2016). Predict the reactants needed to synthesize the given product. (1) Given the product [F:1][C:2]1[CH:3]=[C:4]([CH:28]=[CH:29][CH:30]=1)[CH2:5][N:6]1[CH2:11][CH2:10][CH:9]([CH2:12][O:13][C:14]2[C:23]([CH:24]3[CH2:26][CH2:25]3)=[CH:22][C:17]([C:18]([OH:20])=[O:19])=[C:16]([F:27])[CH:15]=2)[CH2:8][CH2:7]1, predict the reactants needed to synthesize it. The reactants are: [F:1][C:2]1[CH:3]=[C:4]([CH:28]=[CH:29][CH:30]=1)[CH2:5][N:6]1[CH2:11][CH2:10][CH:9]([CH2:12][O:13][C:14]2[C:23]([CH:24]3[CH2:26][CH2:25]3)=[CH:22][C:17]([C:18]([O:20]C)=[O:19])=[C:16]([F:27])[CH:15]=2)[CH2:8][CH2:7]1.[OH-].[Li+].Cl. (2) Given the product [F:26][C:21]1[CH:22]=[CH:23][CH:24]=[C:25]2[C:20]=1[CH:19]=[CH:18][N:17]2[NH:16][C:13]([C:10]1[CH:9]=[N:8][C:7]([C:2]2[CH:3]=[CH:4][CH:5]=[CH:6][N:1]=2)=[N:12][CH:11]=1)=[O:14], predict the reactants needed to synthesize it. The reactants are: [N:1]1[CH:6]=[CH:5][CH:4]=[CH:3][C:2]=1[C:7]1[N:12]=[CH:11][C:10]([C:13](Cl)=[O:14])=[CH:9][N:8]=1.[NH2:16][N:17]1[C:25]2[C:20](=[C:21]([F:26])[CH:22]=[CH:23][CH:24]=2)[CH:19]=[CH:18]1.C([O-])([O-])=O.[K+].[K+].O. (3) The reactants are: Br[C:2]1[CH:3]=[N:4][CH:5]=[CH:6][CH:7]=1.[NH2:8][CH2:9][C:10]1[CH:11]=[C:12](B(O)O)[CH:13]=[CH:14][CH:15]=1.O. Given the product [N:4]1[CH:5]=[CH:6][CH:7]=[C:2]([C:14]2[CH:15]=[C:10]([CH2:9][NH2:8])[CH:11]=[CH:12][CH:13]=2)[CH:3]=1, predict the reactants needed to synthesize it.